Dataset: Full USPTO retrosynthesis dataset with 1.9M reactions from patents (1976-2016). Task: Predict the reactants needed to synthesize the given product. (1) Given the product [CH3:39][O:40][CH2:41][CH2:42][O:34][C:33](=[O:35])[CH2:32][N:9]([CH2:8][CH2:7][CH2:6][CH2:5][N:4]([CH2:1][CH2:2][CH3:3])[CH2:36][CH2:37][CH3:38])[CH2:10][C:11]1[CH:16]=[CH:15][C:14]([CH2:17][N:18]([CH2:26][C:27]2[NH:28][CH:29]=[CH:30][N:31]=2)[CH2:19][C:20]2[N:21]([CH3:25])[CH:22]=[CH:23][N:24]=2)=[CH:13][CH:12]=1, predict the reactants needed to synthesize it. The reactants are: [CH2:1]([N:4]([CH2:36][CH2:37][CH3:38])[CH2:5][CH2:6][CH2:7][CH2:8][N:9]([CH2:32][C:33]([OH:35])=[O:34])[CH2:10][C:11]1[CH:16]=[CH:15][C:14]([CH2:17][N:18]([CH2:26][C:27]2[NH:28][CH:29]=[CH:30][N:31]=2)[CH2:19][C:20]2[N:21]([CH3:25])[CH:22]=[CH:23][N:24]=2)=[CH:13][CH:12]=1)[CH2:2][CH3:3].[CH3:39][O:40][CH2:41][CH2:42]O. (2) Given the product [F:1][C:2]1[CH:3]=[CH:4][C:5]([CH2:6][C:7]2([CH2:18][NH:19][C@@H:20]3[CH2:22][C@H:21]3[C:23]3[CH:24]=[CH:25][CH:26]=[CH:27][CH:28]=3)[CH2:12][CH2:11][N:10]([CH2:13][CH2:14][C:15]([NH:38][CH3:42])=[O:16])[CH2:9][CH2:8]2)=[CH:29][CH:30]=1, predict the reactants needed to synthesize it. The reactants are: [F:1][C:2]1[CH:30]=[CH:29][C:5]([CH2:6][C:7]2([CH2:18][NH:19][C@@H:20]3[CH2:22][C@H:21]3[C:23]3[CH:28]=[CH:27][CH:26]=[CH:25][CH:24]=3)[CH2:12][CH2:11][N:10]([CH2:13][CH2:14][C:15](O)=[O:16])[CH2:9][CH2:8]2)=[CH:4][CH:3]=1.F[P-](F)(F)(F)(F)F.[N:38]1(O[P+](N(C)C)(N(C)C)N(C)C)[C:42]2C=CC=CC=2N=N1.CN.C(N(CC)CC)C. (3) Given the product [Br:29][CH2:2][C:1]([C:3]1[CH:4]=[CH:5][C:6]2[C:15]3[CH:14]=[C:13]4[CH2:16][CH2:17][CH2:18][C:19](=[O:20])[C:12]4=[CH:11][C:10]=3[O:9][CH2:8][C:7]=2[CH:21]=1)=[O:30], predict the reactants needed to synthesize it. The reactants are: [CH:1]([C:3]1[CH:4]=[CH:5][C:6]2[C:15]3[CH:14]=[C:13]4[CH2:16][CH2:17][CH2:18][C:19](=[O:20])[C:12]4=[CH:11][C:10]=3[O:9][CH2:8][C:7]=2[CH:21]=1)=[CH2:2].C1C(=O)N([Br:29])C(=O)C1.[OH2:30]. (4) Given the product [OH:19][CH2:18][C@H:13]1[C@H:12]([C:9]2[CH:8]=[CH:7][C:6]([O:5][CH2:4][CH2:3][O:2][CH3:1])=[CH:11][CH:10]=2)[O:16][C:15](=[O:17])[NH:14]1, predict the reactants needed to synthesize it. The reactants are: [CH3:1][O:2][CH2:3][CH2:4][O:5][C:6]1[CH:11]=[CH:10][C:9]([C@@H:12]2[O:16][C:15](=[O:17])[NH:14][C@H:13]2[C:18](OC)=[O:19])=[CH:8][CH:7]=1.[BH4-].[Na+].Cl. (5) Given the product [Br-:1].[CH2:2]([N+:6]1[CH:11]=[CH:10][CH:9]=[CH:8][CH:7]=1)[CH2:3][CH2:4][CH3:5], predict the reactants needed to synthesize it. The reactants are: [Br:1][CH2:2][CH2:3][CH2:4][CH3:5].[N:6]1[CH:11]=[CH:10][CH:9]=[CH:8][CH:7]=1. (6) Given the product [C:1]([O:5][C:6]([N:8]1[CH2:9][CH:10]([N:12]([CH:13]2[C:21]3[C:16](=[CH:17][C:18]([F:22])=[CH:19][CH:20]=3)[CH2:15][CH2:14]2)[C:32](=[O:33])[C:31]([F:42])([F:41])[F:30])[CH2:11]1)=[O:7])([CH3:4])([CH3:2])[CH3:3], predict the reactants needed to synthesize it. The reactants are: [C:1]([O:5][C:6]([N:8]1[CH2:11][CH:10]([NH:12][CH:13]2[C:21]3[C:16](=[CH:17][C:18]([F:22])=[CH:19][CH:20]=3)[CH2:15][CH2:14]2)[CH2:9]1)=[O:7])([CH3:4])([CH3:3])[CH3:2].C(N(CC)CC)C.[F:30][C:31]([F:42])([F:41])[C:32](O[C:32](=[O:33])[C:31]([F:42])([F:41])[F:30])=[O:33]. (7) Given the product [F:1][CH:2]1[CH2:7][CH2:6][N:5]([CH2:8][CH2:9][NH2:10])[CH2:4][CH2:3]1, predict the reactants needed to synthesize it. The reactants are: [F:1][CH:2]1[CH2:7][CH2:6][N:5]([CH2:8][C:9]#[N:10])[CH2:4][CH2:3]1.[H-].[H-].[H-].[H-].[Li+].[Al+3]. (8) Given the product [Cl:14][C:15]1[N:16]=[C:17]([N:6]2[CH2:7][CH2:8][CH2:9][C@@H:4]([NH2:3])[CH2:5]2)[C:18]2[N:24]=[CH:23][CH:22]=[CH:21][C:19]=2[N:20]=1, predict the reactants needed to synthesize it. The reactants are: Cl.Cl.[NH2:3][C@@H:4]1[CH2:9][CH2:8][CH2:7][NH:6][CH2:5]1.C(Cl)(Cl)Cl.[Cl:14][C:15]1[N:16]=[C:17](Cl)[C:18]2[N:24]=[CH:23][CH:22]=[CH:21][C:19]=2[N:20]=1.C(N(C(C)C)CC)(C)C.